From a dataset of Reaction yield outcomes from USPTO patents with 853,638 reactions. Predict the reaction yield, written as a fraction of the theoretical maximum amount of product (1.0 means a 100% yield; for example, 0.34 means a 34% yield). (1) The reactants are [CH3:1][C:2]1[C:3](=[O:11])[NH:4][CH:5]=[C:6]([N+:8]([O-:10])=[O:9])[CH:7]=1.[H-].[Na+].Br[CH2:15][C:16]1[CH:21]=[CH:20][C:19]([CH3:22])=[CH:18][C:17]=1[CH3:23]. The catalyst is CN(C)C=O. The product is [CH3:23][C:17]1[CH:18]=[C:19]([CH3:22])[CH:20]=[CH:21][C:16]=1[CH2:15][N:4]1[CH:5]=[C:6]([N+:8]([O-:10])=[O:9])[CH:7]=[C:2]([CH3:1])[C:3]1=[O:11]. The yield is 0.340. (2) The yield is 0.520. No catalyst specified. The reactants are [CH:1]([C:3]1[NH:4][C:5]([CH3:11])=[CH:6][C:7]=1[C:8]([OH:10])=O)=[O:2].[CH3:12][N:13]([CH3:19])[C@H:14]1[CH2:18][CH2:17][NH:16][CH2:15]1. The product is [CH3:12][N:13]([CH3:19])[C@H:14]1[CH2:18][CH2:17][N:16]([C:8]([C:7]2[CH:6]=[C:5]([CH3:11])[NH:4][C:3]=2[CH:1]=[O:2])=[O:10])[CH2:15]1. (3) The reactants are C[O:2][C:3](=[O:35])[CH2:4][C:5]1[CH:10]=[CH:9][C:8]([C:11]#[C:12][C:13]2[CH:18]=[C:17]([C:19]([CH3:22])([CH3:21])[CH3:20])[C:16]([O:23][CH:24]([CH3:26])[CH3:25])=[C:15]([CH2:27][C:28]#[C:29][Si](C)(C)C)[C:14]=2[CH3:34])=[CH:7][CH:6]=1.[OH-].[Li+]. The catalyst is CO.O1CCCC1. The product is [C:19]([C:17]1[C:16]([O:23][CH:24]([CH3:26])[CH3:25])=[C:15]([CH2:27][C:28]#[CH:29])[C:14]([CH3:34])=[C:13]([C:12]#[C:11][C:8]2[CH:7]=[CH:6][C:5]([CH2:4][C:3]([OH:35])=[O:2])=[CH:10][CH:9]=2)[CH:18]=1)([CH3:22])([CH3:20])[CH3:21]. The yield is 0.980. (4) The reactants are [NH4+].[OH-].S[C:4]1[N:5]=[C:6]([OH:14])[C:7]2[C@H:12]([CH3:13])[CH2:11][CH2:10][C:8]=2[N:9]=1. The catalyst is [Ni].O. The product is [CH3:13][C@H:12]1[C:7]2[C:6]([OH:14])=[N:5][CH:4]=[N:9][C:8]=2[CH2:10][CH2:11]1. The yield is 0.990. (5) The reactants are C([N:3]([CH2:6][CH3:7])CC)C.[Cl:8][CH2:9][C@H:10]1[O:14][C@@H:13]([N:15]2[CH:23]=[N:22][C:21]3[C:16]2=[N:17][CH:18]=[N:19][C:20]=3Cl)[C@H:12]([OH:25])[C@@H:11]1[OH:26]. The catalyst is C(O)(C)C. The product is [OH:14][C@@H:13]1[CH2:12][CH2:11][CH2:7][C@H:6]1[NH:3][C:20]1[N:19]=[CH:18][N:17]=[C:16]2[C:21]=1[N:22]=[CH:23][N:15]2[CH:13]1[C@H:12]([OH:25])[C@H:11]([OH:26])[C@@H:10]([CH2:9][Cl:8])[O:14]1. The yield is 0.810. (6) The reactants are [CH3:1][S:2](Cl)(=[O:4])=[O:3].[OH:6][CH:7]1[C:16]2[CH2:15][S:14][N:13]=[C:12]([N:17]([C:25]([O:27][C:28]([CH3:31])([CH3:30])[CH3:29])=[O:26])[C:18]([O:20][C:21]([CH3:24])([CH3:23])[CH3:22])=[O:19])[C:11]3=[N:32][N:33]([CH2:35][C:36]4[C:41]([CH3:42])=[C:40]([O:43][CH3:44])[C:39]([CH3:45])=[CH:38][N:37]=4)[N:34]=[C:9]([C:10]=23)[CH2:8]1.ClCCl. The catalyst is C(N(CC)CC)C. The product is [CH3:1][S:2]([O:6][CH:7]1[C:16]2[CH2:15][S:14][N:13]=[C:12]([N:17]([C:18]([O:20][C:21]([CH3:24])([CH3:23])[CH3:22])=[O:19])[C:25]([O:27][C:28]([CH3:31])([CH3:30])[CH3:29])=[O:26])[C:11]3=[N:32][N:33]([CH2:35][C:36]4[C:41]([CH3:42])=[C:40]([O:43][CH3:44])[C:39]([CH3:45])=[CH:38][N:37]=4)[N:34]=[C:9]([C:10]=23)[CH2:8]1)(=[O:4])=[O:3]. The yield is 0.930. (7) The reactants are [NH2:1][C:2]1[C:3]([C:27]#[N:28])=[C:4]([CH:24]=[CH:25][CH:26]=1)[O:5][CH2:6][C:7]([CH3:23])([CH3:22])[CH2:8][NH:9][C:10]([NH:12][CH2:13][C:14]1[CH:19]=[CH:18][C:17]([O:20][CH3:21])=[CH:16][CH:15]=1)=[O:11].[S:29](Cl)(=[O:32])(=[O:31])[NH2:30]. No catalyst specified. The product is [S:29]([NH:1][C:2]1[C:3]([C:27]#[N:28])=[C:4]([CH:24]=[CH:25][CH:26]=1)[O:5][CH2:6][C:7]([CH3:23])([CH3:22])[CH2:8][NH:9][C:10]([NH:12][CH2:13][C:14]1[CH:15]=[CH:16][C:17]([O:20][CH3:21])=[CH:18][CH:19]=1)=[O:11])(=[O:32])(=[O:31])[NH2:30]. The yield is 1.00.